From a dataset of Forward reaction prediction with 1.9M reactions from USPTO patents (1976-2016). Predict the product of the given reaction. (1) Given the reactants CC(C)([O-])C.[K+].Cl.[Cl:8][C:9]1[CH:10]=[C:11]2[C:16](=[CH:17][CH:18]=1)[CH2:15][NH:14][CH2:13][CH2:12]2.Br[C:20]1[CH:25]=[C:24]([CH3:26])[C:23]([NH:27][C:28](=[O:34])[CH2:29][C:30]([CH3:33])([CH3:32])[CH3:31])=[C:22]([CH3:35])[CH:21]=1, predict the reaction product. The product is: [Cl:8][C:9]1[CH:10]=[C:11]2[C:16](=[CH:17][CH:18]=1)[CH2:15][N:14]([C:20]1[CH:25]=[C:24]([CH3:26])[C:23]([NH:27][C:28](=[O:34])[CH2:29][C:30]([CH3:31])([CH3:32])[CH3:33])=[C:22]([CH3:35])[CH:21]=1)[CH2:13][CH2:12]2. (2) The product is: [CH:32]1([C:35]2[C:36]([O:49][C@H:50]3[CH2:55][CH2:54][CH2:53][N:52]([CH2:56][C:57]4[CH:62]=[C:61]([Cl:63])[CH:60]=[C:59]([Cl:64])[CH:58]=4)[C@H:51]3[CH3:65])=[CH:37][C:38]([F:48])=[C:39]([CH:47]=2)[C:40]([OH:42])=[O:41])[CH2:34][CH2:33]1. Given the reactants C(OC(C1C(F)=CC(O[C@@H]2CCCN(C(OC(C)(C)C)=O)C2)=C(C2CC2)C=1)=O)(C)(C)C.[CH:32]1([C:35]2[C:36]([O:49][C@H:50]3[CH2:55][CH2:54][CH2:53][N:52]([CH2:56][C:57]4[CH:62]=[C:61]([Cl:63])[CH:60]=[C:59]([Cl:64])[CH:58]=4)[C@H:51]3[CH3:65])=[CH:37][C:38]([F:48])=[C:39]([CH:47]=2)[C:40]([O:42]C(C)(C)C)=[O:41])[CH2:34][CH2:33]1, predict the reaction product. (3) Given the reactants [C:1]1(=O)[C:9]2[C:4](=[CH:5][CH:6]=[CH:7][CH:8]=2)[CH2:3][CH2:2]1.Cl.[C:12]1([N:18]([C:20]2[CH:25]=[CH:24][CH:23]=[CH:22][CH:21]=2)N)[CH:17]=[CH:16][CH:15]=[CH:14][CH:13]=1, predict the reaction product. The product is: [C:20]1([N:18]2[C:12]3[CH:13]=[CH:14][CH:15]=[CH:16][C:17]=3[C:2]3[CH2:3][C:4]4[C:9]([C:1]2=3)=[CH:8][CH:7]=[CH:6][CH:5]=4)[CH:21]=[CH:22][CH:23]=[CH:24][CH:25]=1. (4) Given the reactants Cl.C[O:3][C:4]1[C:9]2[CH2:10][CH2:11][C@@H:12]3[C@@H:17]([C:8]=2[CH:7]=[CH:6][C:5]=1[O:18]C)[CH2:16][NH:15][CH2:14][CH2:13]3.B(Br)(Br)[Br:21].C(=O)=O.CC(C)=O, predict the reaction product. The product is: [BrH:21].[CH2:16]1[C@@H:17]2[C@@H:12]([CH2:11][CH2:10][C:9]3[C:4]([OH:3])=[C:5]([OH:18])[CH:6]=[CH:7][C:8]=32)[CH2:13][CH2:14][NH:15]1. (5) The product is: [F:47][C:44]([F:45])([F:46])[C:43]([C:40]1[CH:41]=[N:42][C:37]([N:22]2[CH2:23][CH2:24][N:25]([S:32]([C:28]3[S:27][CH:31]=[CH:30][N:29]=3)(=[O:34])=[O:33])[CH2:26][C@@H:21]2[CH2:20][N:19]2[CH:13]3[CH:12]([OH:11])[CH2:18][CH:17]2[CH2:16][O:15][CH2:14]3)=[N:38][CH:39]=1)([OH:52])[C:48]([F:51])([F:50])[F:49]. Given the reactants Cl.Cl.Cl.C([O:11][CH:12]1[CH2:18][CH:17]2[N:19]([CH2:20][C@H:21]3[CH2:26][NH:25][CH2:24][CH2:23][NH:22]3)[CH:13]1[CH2:14][O:15][CH2:16]2)C1C=CC=CC=1.[S:27]1[CH:31]=[CH:30][N:29]=[C:28]1[S:32](Cl)(=[O:34])=[O:33].Cl[C:37]1[N:42]=[CH:41][C:40]([C:43]([OH:52])([C:48]([F:51])([F:50])[F:49])[C:44]([F:47])([F:46])[F:45])=[CH:39][N:38]=1.CCN(C(C)C)C(C)C.B(Cl)(Cl)Cl, predict the reaction product. (6) The product is: [C:13]([C:12]1[O:17][C:7](=[O:9])[C:6]2[CH:10]=[C:2]([I:1])[CH:3]=[CH:4][C:5]=2[N:11]=1)([CH3:14])([CH3:15])[CH3:16]. Given the reactants [I:1][C:2]1[CH:3]=[CH:4][C:5]([NH:11][C:12](=[O:17])[C:13]([CH3:16])([CH3:15])[CH3:14])=[C:6]([CH:10]=1)[C:7]([OH:9])=O, predict the reaction product.